Dataset: Catalyst prediction with 721,799 reactions and 888 catalyst types from USPTO. Task: Predict which catalyst facilitates the given reaction. Reactant: CS(O[C@@H:6]([C:8]1[CH:13]=[CH:12][CH:11]=[CH:10][N:9]=1)[CH3:7])(=O)=O.C(N(CC)C(C)C)(C)C.[N:23]1([C:29]([O:31][C:32]([CH3:35])([CH3:34])[CH3:33])=[O:30])[CH2:28][CH2:27][NH:26][CH2:25][CH2:24]1. Product: [N:9]1[CH:10]=[CH:11][CH:12]=[CH:13][C:8]=1[C@@H:6]([N:26]1[CH2:25][CH2:24][N:23]([C:29]([O:31][C:32]([CH3:35])([CH3:34])[CH3:33])=[O:30])[CH2:28][CH2:27]1)[CH3:7]. The catalyst class is: 58.